This data is from Catalyst prediction with 721,799 reactions and 888 catalyst types from USPTO. The task is: Predict which catalyst facilitates the given reaction. (1) Reactant: [Br:1][C:2]1[CH:3]=[C:4]([CH:12]([OH:14])[CH3:13])[CH:5]=[C:6]([C:8]([CH3:11])([CH3:10])[CH3:9])[CH:7]=1.[Cr](Cl)([O-])(=O)=O.[NH+]1C=CC=CC=1.[OH-].[Na+]. Product: [Br:1][C:2]1[CH:3]=[C:4]([C:12](=[O:14])[CH3:13])[CH:5]=[C:6]([C:8]([CH3:9])([CH3:11])[CH3:10])[CH:7]=1. The catalyst class is: 22. (2) Reactant: F[C:2]1[C:7]([F:8])=[CH:6][CH:5]=[C:4]([F:9])[N:3]=1.NC[C:12]1([C:18]#[N:19])[CH2:17][CH2:16][O:15][CH2:14][CH2:13]1.[CH2:20]([N:22](CC)CC)C. Product: [F:8][C:7]1[C:2]([NH:22][CH2:20][CH:14]2[CH2:13][CH:12]([C:18]#[N:19])[CH2:17][CH2:16][O:15]2)=[N:3][C:4]([F:9])=[CH:5][CH:6]=1. The catalyst class is: 16.